Dataset: Full USPTO retrosynthesis dataset with 1.9M reactions from patents (1976-2016). Task: Predict the reactants needed to synthesize the given product. (1) The reactants are: [C:1]([O:5][C:6](=[O:15])[CH2:7][C@H:8]([CH2:12][CH:13]=[CH2:14])[C:9]([OH:11])=O)([CH3:4])([CH3:3])[CH3:2].[CH3:16][NH:17][C@@H:18]([CH3:27])[C@@H:19]([C:21]1[CH:26]=[CH:25][CH:24]=[CH:23][CH:22]=1)[OH:20].CO.C(Cl)Cl. Given the product [OH:20][C@H:19]([C:21]1[CH:26]=[CH:25][CH:24]=[CH:23][CH:22]=1)[C@@H:18]([N:17]([CH3:16])[C:9]([C@@H:8]([CH2:12][CH:13]=[CH2:14])[CH2:7][C:6]([O:5][C:1]([CH3:2])([CH3:3])[CH3:4])=[O:15])=[O:11])[CH3:27], predict the reactants needed to synthesize it. (2) Given the product [Cl:11][C:10]1[C:6]([CH2:5][OH:4])=[N:7][O:8][C:9]=1[C:12]1[CH:17]=[CH:16][C:15]([C:18]([F:21])([F:20])[F:19])=[C:14]([F:22])[CH:13]=1, predict the reactants needed to synthesize it. The reactants are: C([O:4][CH2:5][C:6]1[C:10]([Cl:11])=[C:9]([C:12]2[CH:17]=[CH:16][C:15]([C:18]([F:21])([F:20])[F:19])=[C:14]([F:22])[CH:13]=2)[O:8][N:7]=1)(=O)C.[Li+].[OH-]. (3) Given the product [CH3:25][C:24]([NH2:27])([CH3:26])[CH2:23][NH:22][C:2]1[C:11]2[C:6](=[CH:7][CH:8]=[CH:9][CH:10]=2)[N:5]=[CH:4][C:3]=1[N+:12]([O-:14])=[O:13], predict the reactants needed to synthesize it. The reactants are: Cl[C:2]1[C:11]2[C:6](=[CH:7][CH:8]=[CH:9][CH:10]=2)[N:5]=[CH:4][C:3]=1[N+:12]([O-:14])=[O:13].C(N(CC)CC)C.[NH2:22][CH2:23][C:24]([NH2:27])([CH3:26])[CH3:25]. (4) Given the product [CH3:53][NH:52][C:42]([NH:1][C:2]1[CH:3]=[CH:4][C:5]([C:8]2[N:13]=[C:12]3[N:14]([CH:17]4[CH2:18][CH2:19][N:20]([C:23]([O:25][C:26]([CH3:29])([CH3:27])[CH3:28])=[O:24])[CH2:21][CH2:22]4)[N:15]=[CH:16][C:11]3=[C:10]([N:30]3[CH2:31][CH:32]4[O:37][CH:35]([CH2:34][CH2:33]4)[CH2:36]3)[N:9]=2)=[CH:6][CH:7]=1)=[O:48], predict the reactants needed to synthesize it. The reactants are: [NH2:1][C:2]1[CH:7]=[CH:6][C:5]([C:8]2[N:13]=[C:12]3[N:14]([CH:17]4[CH2:22][CH2:21][N:20]([C:23]([O:25][C:26]([CH3:29])([CH3:28])[CH3:27])=[O:24])[CH2:19][CH2:18]4)[N:15]=[CH:16][C:11]3=[C:10]([N:30]3[CH2:36][CH:35]4[O:37][CH:32]([CH2:33][CH2:34]4)[CH2:31]3)[N:9]=2)=[CH:4][CH:3]=1.ClC(Cl)(O[C:42](=[O:48])OC(Cl)(Cl)Cl)Cl.CN.[N-:52]=[C:53]=O. (5) The reactants are: [CH:1]1([C:4]2[O:8][N:7]=[C:6]([S:9][CH3:10])[C:5]=2[C:11]([C:13]2[C:14]([CH3:23])=[N:15][C:16]([C:19]([F:22])([F:21])[F:20])=[CH:17][CH:18]=2)=[O:12])[CH2:3][CH2:2]1.I([O-])(=O)(=O)=[O:25].[Na+]. Given the product [CH:1]1([C:4]2[O:8][N:7]=[C:6]([S:9]([CH3:10])=[O:25])[C:5]=2[C:11]([C:13]2[C:14]([CH3:23])=[N:15][C:16]([C:19]([F:22])([F:20])[F:21])=[CH:17][CH:18]=2)=[O:12])[CH2:3][CH2:2]1, predict the reactants needed to synthesize it. (6) Given the product [F:1][C:2]1[CH:3]=[C:4]([N:9]2[CH2:13][C@H:12]([CH2:14][N:15]3[CH:19]=[CH:18][N:17]=[N:16]3)[O:11][C:10]2=[O:20])[CH:5]=[CH:6][C:7]=1[B:21]1[O:25][C:24]([CH3:27])([CH3:26])[C:23]([CH3:29])([CH3:28])[O:22]1, predict the reactants needed to synthesize it. The reactants are: [F:1][C:2]1[CH:3]=[C:4]([N:9]2[CH2:13][C@H:12]([CH2:14][N:15]3[CH:19]=[CH:18][N:17]=[N:16]3)[O:11][C:10]2=[O:20])[CH:5]=[CH:6][C:7]=1I.[B:21]1([B:21]2[O:25][C:24]([CH3:27])([CH3:26])[C:23]([CH3:29])([CH3:28])[O:22]2)[O:25][C:24]([CH3:27])([CH3:26])[C:23]([CH3:29])([CH3:28])[O:22]1.C([O-])(=O)C.[K+].C(OCC)(=O)C. (7) The reactants are: C([O:4][C@H:5]1[CH2:22][CH2:21][C@@:20]2([CH3:23])[C@@H:7]([CH2:8][CH2:9][C@:10]3([CH3:41])[C@@H:19]2[CH2:18][CH2:17][C@H:16]2[C@@:11]3([CH3:40])[CH2:12][CH2:13][C@@:14]3([C:30]([N:32]4[CH2:37][CH2:36][N:35]([CH2:38][CH3:39])[CH2:34][CH2:33]4)=[O:31])[CH2:26][CH2:25][C@@H:24]([C:27]([CH3:29])=[CH2:28])[C@@H:15]32)[C:6]1([CH3:43])[CH3:42])(=O)C.C(=O)([O-])[O-].[K+].[K+]. Given the product [CH2:38]([N:35]1[CH2:34][CH2:33][N:32]([C:30]([C@:14]23[CH2:26][CH2:25][C@@H:24]([C:27]([CH3:29])=[CH2:28])[C@@H:15]2[C@@H:16]2[C@@:11]([CH3:40])([CH2:12][CH2:13]3)[C@@:10]3([CH3:41])[C@@H:19]([C@:20]4([CH3:23])[C@@H:7]([CH2:8][CH2:9]3)[C:6]([CH3:42])([CH3:43])[C@@H:5]([OH:4])[CH2:22][CH2:21]4)[CH2:18][CH2:17]2)=[O:31])[CH2:37][CH2:36]1)[CH3:39], predict the reactants needed to synthesize it. (8) Given the product [Cl:17][C:18]1[CH:23]=[CH:22][C:21]([CH2:24][NH:25][C:26](=[O:31])[C:27]([CH3:30])([CH3:29])[CH3:28])=[CH:20][C:19]=1[N:32]1[C:8](=[O:9])[NH:7][C:5]([C:4]2[CH:10]=[CH:11][C:12]([C:13]([F:16])([F:15])[F:14])=[C:2]([F:1])[CH:3]=2)=[N:33]1, predict the reactants needed to synthesize it. The reactants are: [F:1][C:2]1[CH:3]=[C:4]([CH:10]=[CH:11][C:12]=1[C:13]([F:16])([F:15])[F:14])[C:5]([N:7]=[C:8]=[O:9])=O.[Cl:17][C:18]1[CH:23]=[CH:22][C:21]([CH2:24][NH:25][C:26](=[O:31])[C:27]([CH3:30])([CH3:29])[CH3:28])=[CH:20][C:19]=1[NH:32][NH:33]C(OC(C)(C)C)=O.FC(F)(F)C(O)=O.